This data is from Forward reaction prediction with 1.9M reactions from USPTO patents (1976-2016). The task is: Predict the product of the given reaction. (1) Given the reactants [CH2:1]([N:3]([CH2:20][CH3:21])[CH2:4][CH2:5][N:6]1[CH2:12][CH2:11][CH2:10][C:9]2[NH:13][C:14]([CH:17]=O)=[C:15]([CH3:16])[C:8]=2[C:7]1=[O:19])[CH3:2].[Br:22][C:23]1[CH:31]=[CH:30][CH:29]=[C:28]2[C:24]=1[CH2:25][C:26](=[O:32])[NH:27]2, predict the reaction product. The product is: [Br:22][C:23]1[CH:31]=[CH:30][CH:29]=[C:28]2[C:24]=1/[C:25](=[CH:17]/[C:14]1[NH:13][C:9]3[CH2:10][CH2:11][CH2:12][N:6]([CH2:5][CH2:4][N:3]([CH2:20][CH3:21])[CH2:1][CH3:2])[C:7](=[O:19])[C:8]=3[C:15]=1[CH3:16])/[C:26](=[O:32])[NH:27]2. (2) Given the reactants [Br:1][C:2]1[CH:3]=[CH:4][C:5]([OH:18])=[C:6]([C:8](=[O:17])[CH2:9][C:10]2[CH:15]=[CH:14][CH:13]=[CH:12][C:11]=2[CH3:16])[CH:7]=1.[C:19](OC(=O)CC)(=O)[CH2:20][CH3:21].Cl, predict the reaction product. The product is: [Br:1][C:2]1[CH:7]=[C:6]2[C:5](=[CH:4][CH:3]=1)[O:18][C:19]([CH2:20][CH3:21])=[C:9]([C:10]1[CH:15]=[CH:14][CH:13]=[CH:12][C:11]=1[CH3:16])[C:8]2=[O:17].